This data is from Full USPTO retrosynthesis dataset with 1.9M reactions from patents (1976-2016). The task is: Predict the reactants needed to synthesize the given product. (1) Given the product [Br-:25].[CH2:1]([NH:13][C:14](=[O:24])[CH2:15][CH2:16][N:17]1[CH2:22][CH2:21][N+:20]([CH2:26][CH2:27][CH2:28][CH2:29][CH2:30][CH3:31])([CH3:23])[CH2:19][CH2:18]1)[CH2:2][CH2:3][CH2:4][CH2:5][CH2:6][CH2:7][CH2:8][CH2:9][CH2:10][CH2:11][CH3:12], predict the reactants needed to synthesize it. The reactants are: [CH2:1]([NH:13][C:14](=[O:24])[CH2:15][CH2:16][N:17]1[CH2:22][CH2:21][N:20]([CH3:23])[CH2:19][CH2:18]1)[CH2:2][CH2:3][CH2:4][CH2:5][CH2:6][CH2:7][CH2:8][CH2:9][CH2:10][CH2:11][CH3:12].[Br:25][CH2:26][CH2:27][CH2:28][CH2:29][CH2:30][CH3:31].C(O)(C)C.C(Cl)(Cl)Cl.CO. (2) The reactants are: [CH3:1][C:2]1([CH3:25])[C:17]2[CH:16]=[C:15]3[C:7]([C:8]4[CH:9]=[C:10]5[C:20]([CH3:21])=[CH:19][C:18]([CH3:23])([CH3:22])[C:11]5=[CH:12][C:13]=4[CH2:14]3)=[CH:6][C:5]=2[C:4]([CH3:24])=[CH:3]1.C([Li])CCC.CCCCCC.[C:37]1([CH3:56])[CH:42]=[CH:41][C:40]([C:43]([C:49]2[CH:54]=[CH:53][C:52]([CH3:55])=[CH:51][CH:50]=2)=[C:44]2[CH:48]=[CH:47][CH:46]=[CH:45]2)=[CH:39][CH:38]=1.Cl. Given the product [CH3:1][C:2]1([CH3:25])[C:17]2[CH:16]=[C:15]3[C:7]([C:8]4[CH:9]=[C:10]5[C:20]([CH3:21])=[CH:19][C:18]([CH3:23])([CH3:22])[C:11]5=[CH:12][C:13]=4[CH2:14]3)=[CH:6][C:5]=2[C:4]([CH3:24])=[C:3]1[C:43]([CH:44]1[CH:45]=[CH:46][CH:47]=[CH:48]1)([C:40]1[CH:39]=[CH:38][C:37]([CH3:56])=[CH:42][CH:41]=1)[C:49]1[CH:50]=[CH:51][C:52]([CH3:55])=[CH:53][CH:54]=1, predict the reactants needed to synthesize it. (3) Given the product [OH:21][C:19]1[CH:20]=[C:15]2[C:16](=[CH:17][C:18]=1[OH:23])[O:25][C:8](=[O:27])[C:9]([CH2:10][C:11]([OH:13])=[O:12])=[CH:14]2, predict the reactants needed to synthesize it. The reactants are: B(Br)(Br)Br.C(O[C:8](=[O:27])[C:9](=[CH:14][C:15]1[CH:20]=[C:19]([O:21]C)[C:18]([O:23]C)=[CH:17][C:16]=1[O:25]C)[CH2:10][C:11]([OH:13])=[O:12])C. (4) Given the product [F:1][C:2]([C:3]1[CH:4]=[C:5]([NH2:6])[O:15][N:14]=1)([CH3:9])[CH3:8], predict the reactants needed to synthesize it. The reactants are: [F:1][C:2]([CH3:9])([CH3:8])[C:3](=O)[CH2:4][C:5]#[N:6].C(C1C=C(N)[O:15][N:14]=1)(C)C. (5) Given the product [CH3:8][C:7]([CH3:10])([CH3:9])[C:11]#[C:12][CH:15]([OH:16])[CH:17]=[CH2:18], predict the reactants needed to synthesize it. The reactants are: [Mg].II.C(Br)C.[C:7]([C:11]#[CH:12])([CH3:10])([CH3:9])[CH3:8].CC.[CH:15]([CH:17]=[CH2:18])=[O:16]. (6) Given the product [CH3:1][O:2][C:3]1[CH:10]=[CH:9][C:6]([CH:7]=[CH2:17])=[CH:5][C:4]=1[N+:11]([O-:13])=[O:12], predict the reactants needed to synthesize it. The reactants are: [CH3:1][O:2][C:3]1[CH:10]=[CH:9][C:6]([CH:7]=O)=[CH:5][C:4]=1[N+:11]([O-:13])=[O:12].[H-].[Na+].O1CCC[CH2:17]1.